From a dataset of Full USPTO retrosynthesis dataset with 1.9M reactions from patents (1976-2016). Predict the reactants needed to synthesize the given product. (1) Given the product [F:26][C:2]([F:1])([F:25])[S:3][CH2:4][CH2:5][CH2:6][CH2:7][CH2:8][CH2:9][O:10][C:11]1[CH:16]=[C:15]([S:17]([CH2:18][C:19]([F:20])([F:21])[F:22])=[O:35])[C:14]([Cl:23])=[CH:13][C:12]=1[Cl:24], predict the reactants needed to synthesize it. The reactants are: [F:1][C:2]([F:26])([F:25])[S:3][CH2:4][CH2:5][CH2:6][CH2:7][CH2:8][CH2:9][O:10][C:11]1[CH:16]=[C:15]([S:17][CH2:18][C:19]([F:22])([F:21])[F:20])[C:14]([Cl:23])=[CH:13][C:12]=1[Cl:24].ClC1C=CC=C(C(OO)=[O:35])C=1.CCCCCC.C(OCC)(=O)C. (2) Given the product [F:1][C:2]([F:7])([F:6])[C:3]([OH:5])=[O:4].[N:36]1([CH2:35][C:20]2[CH:19]=[CH:18][C:17]([O:16][CH3:15])=[C:25]3[C:21]=2[CH:22]=[CH:23][N:24]3[S:26]([C:29]2[CH:30]=[CH:31][CH:32]=[CH:33][CH:34]=2)(=[O:28])=[O:27])[CH2:41][CH2:38][CH2:37]1, predict the reactants needed to synthesize it. The reactants are: [F:1][C:2]([F:7])([F:6])[C:3]([OH:5])=[O:4].FC(F)(F)C(O)=O.[CH3:15][O:16][C:17]1[CH:18]=[CH:19][C:20]([CH2:35][N:36]2[CH2:41]CN[CH2:38][CH2:37]2)=[C:21]2[C:25]=1[N:24]([S:26]([C:29]1[CH:34]=[CH:33][CH:32]=[CH:31][CH:30]=1)(=[O:28])=[O:27])[CH:23]=[CH:22]2.Cl.N1CCC1.C([O-])(=O)C.[Na+].C(O[BH-](OC(=O)C)OC(=O)C)(=O)C.[Na+]. (3) Given the product [NH2:21][C:18]1[CH:19]=[CH:20][C:10]2[N:9]([CH2:8][CH2:7][CH:3]3[CH2:4][CH2:5][CH2:6][N:2]3[CH3:1])[C:15](=[O:16])[CH2:14][CH2:13][CH2:12][C:11]=2[CH:17]=1, predict the reactants needed to synthesize it. The reactants are: [CH3:1][N:2]1[CH2:6][CH2:5][CH2:4][CH:3]1[CH2:7][CH2:8][N:9]1[C:15](=[O:16])[CH2:14][CH2:13][CH2:12][C:11]2[CH:17]=[C:18]([N+:21]([O-])=O)[CH:19]=[CH:20][C:10]1=2.